This data is from Peptide-MHC class II binding affinity with 134,281 pairs from IEDB. The task is: Regression. Given a peptide amino acid sequence and an MHC pseudo amino acid sequence, predict their binding affinity value. This is MHC class II binding data. (1) The peptide sequence is GELQIVDKIDAAFKL. The MHC is DRB1_1201 with pseudo-sequence DRB1_1201. The binding affinity (normalized) is 0.580. (2) The MHC is HLA-DPA10201-DPB10501 with pseudo-sequence HLA-DPA10201-DPB10501. The binding affinity (normalized) is 0.202. The peptide sequence is EAKYDAYVATVSEAL. (3) The peptide sequence is GEHQIVDKIDAAFKI. The MHC is DRB1_0101 with pseudo-sequence DRB1_0101. The binding affinity (normalized) is 0.534. (4) The MHC is DRB1_0101 with pseudo-sequence DRB1_0101. The binding affinity (normalized) is 0.370. The peptide sequence is NGILCPTLPKVIPDG. (5) The peptide sequence is GFPVRPQVPLRPMTYKGAFDL. The MHC is HLA-DQA10101-DQB10501 with pseudo-sequence HLA-DQA10101-DQB10501. The binding affinity (normalized) is 0.171. (6) The peptide sequence is LAGDAAGAWRTAAVE. The MHC is HLA-DPA10201-DPB10501 with pseudo-sequence HLA-DPA10201-DPB10501. The binding affinity (normalized) is 0. (7) The peptide sequence is GELQIVCKIDAAFKI. The MHC is DRB1_0101 with pseudo-sequence DRB1_0101. The binding affinity (normalized) is 0.569. (8) The peptide sequence is STTVSTEQNVPDPQV. The MHC is DRB1_0301 with pseudo-sequence DRB1_0301. The binding affinity (normalized) is 0. (9) The peptide sequence is LGFLQRSSNFQCQKL. The MHC is DRB1_0901 with pseudo-sequence DRB1_0901. The binding affinity (normalized) is 0.240. (10) The peptide sequence is PVQRHPRSLFPEFSE. The MHC is DRB4_0101 with pseudo-sequence DRB4_0103. The binding affinity (normalized) is 0.176.